From a dataset of Catalyst prediction with 721,799 reactions and 888 catalyst types from USPTO. Predict which catalyst facilitates the given reaction. (1) Reactant: Cl.Cl[CH2:3][CH2:4][N:5]1[CH2:10][CH2:9][O:8][CH2:7][CH2:6]1.C(=O)([O-])[O-].[K+].[K+].[OH:17][C:18]1[CH:19]=[CH:20][C:21]2[N:43]([CH:44]=1)[C:24]1[N:25]([C:34]3[CH:39]=[CH:38][C:37]([N+:40]([O-:42])=[O:41])=[CH:36][CH:35]=3)[C:26](=[O:33])[C:27]3[C:32]([C:23]=1[N:22]=2)=[CH:31][CH:30]=[CH:29][CH:28]=3. Product: [N:5]1([CH2:4][CH2:3][O:17][C:18]2[CH:19]=[CH:20][C:21]3[N:43]([CH:44]=2)[C:24]2[N:25]([C:34]4[CH:39]=[CH:38][C:37]([N+:40]([O-:42])=[O:41])=[CH:36][CH:35]=4)[C:26](=[O:33])[C:27]4[C:32]([C:23]=2[N:22]=3)=[CH:31][CH:30]=[CH:29][CH:28]=4)[CH2:10][CH2:9][O:8][CH2:7][CH2:6]1. The catalyst class is: 3. (2) Reactant: C(OC([C:11]1[C:19]2[C:14](=[CH:15][CH:16]=[C:17](CCOS(C)(=O)=O)[CH:18]=2)[NH:13][C:12]=1C)=O)C1C=CC=CC=1.CC1CCC[NH:30]1. Product: [NH:13]1[C:14]2[C:19](=[CH:18][CH:17]=[CH:16][CH:15]=2)[CH:11]=[C:12]1[NH2:30]. The catalyst class is: 12. (3) Reactant: [F:1][C:2]1[CH:8]=[C:7]([F:9])[CH:6]=[CH:5][C:3]=1[NH2:4].Cl.[Br:11][C:12]1[CH:13]=[C:14]([S:18](Cl)(=[O:20])=[O:19])[CH:15]=[N:16][CH:17]=1.Cl. Product: [Br:11][C:12]1[CH:13]=[C:14]([S:18]([NH:4][C:3]2[CH:5]=[CH:6][C:7]([F:9])=[CH:8][C:2]=2[F:1])(=[O:20])=[O:19])[CH:15]=[N:16][CH:17]=1. The catalyst class is: 17. (4) Reactant: [C:1]([O:5][C:6]([N:8]1[CH2:17][C:16]([CH3:19])([CH3:18])[C:15]2[C:10](=[CH:11][C:12]([NH:20][C:21]([C:23]3[C:24]([NH2:29])=[N:25][CH:26]=[CH:27][CH:28]=3)=[O:22])=[CH:13][CH:14]=2)[CH2:9]1)=[O:7])([CH3:4])([CH3:3])[CH3:2].[NH:30]1[C:34]2=[N:35][CH:36]=[CH:37][CH:38]=[C:33]2[C:32]([CH:39]=O)=[CH:31]1.O.C1(C)C=CC(S(O)(=O)=O)=CC=1.[BH4-].[Na+]. Product: [C:1]([O:5][C:6]([N:8]1[CH2:17][C:16]([CH3:19])([CH3:18])[C:15]2[C:10](=[CH:11][C:12]([NH:20][C:21]([C:23]3[C:24]([NH:29][CH2:39][C:32]4[C:33]5[C:34](=[N:35][CH:36]=[CH:37][CH:38]=5)[NH:30][CH:31]=4)=[N:25][CH:26]=[CH:27][CH:28]=3)=[O:22])=[CH:13][CH:14]=2)[CH2:9]1)=[O:7])([CH3:2])([CH3:3])[CH3:4]. The catalyst class is: 224.